Task: Predict the reaction yield, written as a fraction of the theoretical maximum amount of product (1.0 means a 100% yield; for example, 0.34 means a 34% yield).. Dataset: Reaction yield outcomes from USPTO patents with 853,638 reactions (1) The reactants are Cl[C:2]1[N:7]=[C:6]([N:8]([CH3:23])[CH:9]2[CH2:14][CH2:13][N:12]([C:15]3[CH:22]=[CH:21][C:18]([C:19]#[N:20])=[CH:17][N:16]=3)[CH2:11][CH2:10]2)[C:5]([Cl:24])=[CH:4][N:3]=1.[CH3:25][N:26]1[CH:30]=[C:29]([NH2:31])[CH:28]=[N:27]1.Cl. The catalyst is C(O)(C)C. The product is [Cl:24][C:5]1[C:6]([N:8]([CH3:23])[CH:9]2[CH2:14][CH2:13][N:12]([C:15]3[CH:22]=[CH:21][C:18]([C:19]#[N:20])=[CH:17][N:16]=3)[CH2:11][CH2:10]2)=[N:7][C:2]([NH:31][C:29]2[CH:28]=[N:27][N:26]([CH3:25])[CH:30]=2)=[N:3][CH:4]=1. The yield is 0.788. (2) The reactants are [CH2:1]([O:3][C:4](=[O:12])[C:5]1[CH:10]=[CH:9][CH:8]=[N:7][C:6]=1Cl)[CH3:2].Cl.[CH2:14]([O:21][NH2:22])[C:15]1[CH:20]=[CH:19][CH:18]=[CH:17][CH:16]=1.C(N(CC)C(C)C)(C)C. The catalyst is O1CCOCC1. The product is [CH2:14]([O:21][NH:22][C:6]1[N:7]=[CH:8][CH:9]=[CH:10][C:5]=1[C:4]([O:3][CH2:1][CH3:2])=[O:12])[C:15]1[CH:20]=[CH:19][CH:18]=[CH:17][CH:16]=1. The yield is 0.530.